From a dataset of Reaction yield outcomes from USPTO patents with 853,638 reactions. Predict the reaction yield, written as a fraction of the theoretical maximum amount of product (1.0 means a 100% yield; for example, 0.34 means a 34% yield). (1) The reactants are C[Al](C)C.[NH3:5].[F:6][C:7]1[CH:12]=[CH:11][CH:10]=[C:9]([F:13])[C:8]=1[N:14]1[C:19]2[N:20]=[C:21]([NH:32][CH2:33][C:34](OC)=[O:35])[N:22]=[C:23]([C:24]3[CH:29]=[CH:28][C:27]([F:30])=[CH:26][C:25]=3[CH3:31])[C:18]=2[CH:17]=[CH:16][C:15]1=[O:38]. The catalyst is ClCCl.CCOC(C)=O. The product is [F:13][C:9]1[CH:10]=[CH:11][CH:12]=[C:7]([F:6])[C:8]=1[N:14]1[C:19]2[N:20]=[C:21]([NH:32][CH2:33][C:34]([NH2:5])=[O:35])[N:22]=[C:23]([C:24]3[CH:29]=[CH:28][C:27]([F:30])=[CH:26][C:25]=3[CH3:31])[C:18]=2[CH:17]=[CH:16][C:15]1=[O:38]. The yield is 0.540. (2) The reactants are [CH:1]1([N:6]2[CH2:12][C:11]3([CH2:14][CH2:13]3)[C:10](=[O:15])[N:9]([CH3:16])[C:8]3[CH:17]=[N:18][C:19]([NH:21][C:22]4[CH:30]=[CH:29][C:25]([C:26](O)=[O:27])=[CH:24][C:23]=4[O:31][CH3:32])=[N:20][C:7]2=3)[CH2:5][CH2:4][CH2:3][CH2:2]1.CCN(C(C)C)C(C)C.CN(C(ON1N=NC2C=CC=CC1=2)=[N+](C)C)C.[B-](F)(F)(F)F.[NH2:64][N:65]1[CH2:70][CH2:69][O:68][CH2:67][CH2:66]1. The catalyst is C(Cl)Cl. The product is [CH:1]1([N:6]2[CH2:12][C:11]3([CH2:14][CH2:13]3)[C:10](=[O:15])[N:9]([CH3:16])[C:8]3[CH:17]=[N:18][C:19]([NH:21][C:22]4[CH:30]=[CH:29][C:25]([C:26]([NH:64][N:65]5[CH2:70][CH2:69][O:68][CH2:67][CH2:66]5)=[O:27])=[CH:24][C:23]=4[O:31][CH3:32])=[N:20][C:7]2=3)[CH2:2][CH2:3][CH2:4][CH2:5]1. The yield is 0.440. (3) The reactants are [C:1](=[O:16])([O:14][CH3:15])[O:2][C:3]1[CH:8]=[C:7]([N+:9]([O-:11])=[O:10])[C:6](Br)=[CH:5][C:4]=1[CH3:13].[CH3:17][N:18]([CH3:22])[CH2:19][C:20]#[CH:21].ClC(OC)=O. The catalyst is ClCCl.Cl[Pd](Cl)([P](C1C=CC=CC=1)(C1C=CC=CC=1)C1C=CC=CC=1)[P](C1C=CC=CC=1)(C1C=CC=CC=1)C1C=CC=CC=1.[Cu]I.C(N(CC)CC)C.CN(C=O)C. The product is [C:1](=[O:16])([O:14][CH3:15])[O:2][C:3]1[CH:8]=[C:7]([N+:9]([O-:11])=[O:10])[C:6]([C:21]#[C:20][CH2:19][N:18]([CH3:22])[CH3:17])=[CH:5][C:4]=1[CH3:13]. The yield is 0.200. (4) The reactants are [OH-].[Na+].[C:3]([C:5]1[C:13]2[C:8](=[CH:9][CH:10]=[C:11]([C:14]([O:16]C)=[O:15])[CH:12]=2)[N:7]([CH:18]2[CH2:23][CH2:22][CH2:21][CH2:20][O:19]2)[N:6]=1)#[CH:4].Cl. The catalyst is CN(C=O)C.CO. The product is [C:3]([C:5]1[C:13]2[C:8](=[CH:9][CH:10]=[C:11]([C:14]([OH:16])=[O:15])[CH:12]=2)[N:7]([CH:18]2[CH2:23][CH2:22][CH2:21][CH2:20][O:19]2)[N:6]=1)#[CH:4]. The yield is 0.650. (5) The reactants are Br[CH:2]([CH:5]1[CH2:10][CH2:9][N:8]([C:11]([O:13][C:14]([CH3:17])([CH3:16])[CH3:15])=[O:12])[CH2:7][CH2:6]1)[CH:3]=O.[CH3:18][C:19]1[C:20]([NH2:25])=[N:21][CH:22]=[CH:23][CH:24]=1. The catalyst is C(O)C. The product is [CH3:18][C:19]1[C:20]2[N:21]([C:2]([CH:5]3[CH2:10][CH2:9][N:8]([C:11]([O:13][C:14]([CH3:17])([CH3:16])[CH3:15])=[O:12])[CH2:7][CH2:6]3)=[CH:3][N:25]=2)[CH:22]=[CH:23][CH:24]=1. The yield is 0.790. (6) The reactants are C([O:3][C:4](=[O:28])[CH2:5][CH2:6][N:7]1[C:11]2[CH:12]=[CH:13][CH:14]=[CH:15][C:10]=2[N:9]([CH2:16][C:17]2[C:18]3[CH:25]=[C:24]([Cl:26])[CH:23]=[CH:22][C:19]=3[S:20][CH:21]=2)[C:8]1=[O:27])C.[OH-].[Na+].Cl. The catalyst is CO. The product is [Cl:26][C:24]1[CH:23]=[CH:22][C:19]2[S:20][CH:21]=[C:17]([CH2:16][N:9]3[C:10]4[CH:15]=[CH:14][CH:13]=[CH:12][C:11]=4[N:7]([CH2:6][CH2:5][C:4]([OH:28])=[O:3])[C:8]3=[O:27])[C:18]=2[CH:25]=1. The yield is 0.420. (7) The reactants are [NH:1]1[C:5]2[CH:6]=[CH:7][C:8]([C:10]([OH:12])=[O:11])=[CH:9][C:4]=2[N:3]=[N:2]1.[N+:13]([O-])([OH:15])=[O:14]. The catalyst is S(=O)(=O)(O)O. The product is [N+:13]([C:6]1[C:5]2[NH:1][N:2]=[N:3][C:4]=2[CH:9]=[C:8]([C:10]([OH:12])=[O:11])[CH:7]=1)([O-:15])=[O:14]. The yield is 0.480. (8) The reactants are [C:1]([C:5]1[CH:15]=[CH:14][C:8]([O:9][CH2:10][C:11]([OH:13])=O)=[CH:7][CH:6]=1)([CH3:4])([CH3:3])[CH3:2].[NH2:16][C:17]1[CH:18]=[C:19]([CH:23]=[CH:24][N:25]=1)[C:20]([NH2:22])=[O:21].CCN(C(C)C)C(C)C.C1CN([P+](ON2N=NC3C=CC=CC2=3)(N2CCCC2)N2CCCC2)CC1.F[P-](F)(F)(F)(F)F. The catalyst is CN(C=O)C. The product is [C:1]([C:5]1[CH:6]=[CH:7][C:8]([O:9][CH2:10][C:11]([NH:16][C:17]2[CH:18]=[C:19]([CH:23]=[CH:24][N:25]=2)[C:20]([NH2:22])=[O:21])=[O:13])=[CH:14][CH:15]=1)([CH3:2])([CH3:3])[CH3:4]. The yield is 0.565. (9) The product is [F:20][C:21]1[CH:29]=[CH:28][C:24]([C:25]([NH:2][CH:3]([C:4]([O:6][CH2:7][CH3:8])=[O:5])[C:9]([O:11][CH2:12][CH3:13])=[O:10])=[O:26])=[CH:23][CH:22]=1. The catalyst is CN(C)C=O. The reactants are Cl.[NH2:2][CH:3]([C:9]([O:11][CH2:12][CH3:13])=[O:10])[C:4]([O:6][CH2:7][CH3:8])=[O:5].N1C=CC=CC=1.[F:20][C:21]1[CH:29]=[CH:28][C:24]([C:25](Cl)=[O:26])=[CH:23][CH:22]=1. The yield is 0.700. (10) The reactants are C([N-]C(C)C)(C)C.[Li+].[Br:9][C:10]1[CH:11]=[N:12][CH:13]=[C:14]([Br:16])[CH:15]=1.[CH:17](OCC)=[O:18]. The catalyst is C1COCC1. The product is [Br:16][C:14]1[CH:13]=[N:12][CH:11]=[C:10]([Br:9])[C:15]=1[CH:17]=[O:18]. The yield is 0.630.